This data is from Catalyst prediction with 721,799 reactions and 888 catalyst types from USPTO. The task is: Predict which catalyst facilitates the given reaction. (1) Reactant: [CH:1]([SiH:4]([CH:11]([CH3:13])[CH3:12])[C:5]#[C:6][Si:7]([CH3:10])([CH3:9])[CH3:8])([CH3:3])[CH3:2].[Br:14]N1C(=O)CCC1=O. The catalyst class is: 68. Product: [CH:11]([Si:4]([Br:14])([CH:1]([CH3:3])[CH3:2])[C:5]#[C:6][Si:7]([CH3:9])([CH3:8])[CH3:10])([CH3:13])[CH3:12]. (2) Reactant: C[O:2][CH:3]=[CH:4][C:5]1[CH:14]=[C:13]2[C:8]([CH2:9][CH2:10][C:11](=[O:15])[NH:12]2)=[CH:7][CH:6]=1.Cl.C([O-])([O-])=O.[K+].[K+]. Product: [O:15]=[C:11]1[CH2:10][CH2:9][C:8]2[C:13](=[CH:14][C:5]([CH2:4][CH:3]=[O:2])=[CH:6][CH:7]=2)[NH:12]1. The catalyst class is: 1.